Dataset: Catalyst prediction with 721,799 reactions and 888 catalyst types from USPTO. Task: Predict which catalyst facilitates the given reaction. (1) Reactant: C(=O)([O-])[O-].[Na+].[Na+].[NH2:7][C:8]1[N:13]=[C:12](Cl)[CH:11]=[CH:10][N:9]=1.[F:15][C:16]1[CH:25]=[C:24]([F:26])[CH:23]=[C:22]2[C:17]=1[C:18]([NH:34][C:35]1[CH:36]=[C:37](B(O)O)[CH:38]=[N:39][C:40]=1[N:41]1[CH2:46][CH2:45][O:44][CH2:43][CH2:42]1)=[C:19]([CH3:33])[C:20]([C:27]1[CH:32]=[CH:31][CH:30]=[CH:29][N:28]=1)=[N:21]2.O1CCOCC1. Product: [NH2:7][C:8]1[N:13]=[C:12]([C:37]2[CH:36]=[C:35]([NH:34][C:18]3[C:17]4[C:22](=[CH:23][C:24]([F:26])=[CH:25][C:16]=4[F:15])[N:21]=[C:20]([C:27]4[CH:32]=[CH:31][CH:30]=[CH:29][N:28]=4)[C:19]=3[CH3:33])[C:40]([N:41]3[CH2:42][CH2:43][O:44][CH2:45][CH2:46]3)=[N:39][CH:38]=2)[CH:11]=[CH:10][N:9]=1. The catalyst class is: 189. (2) Reactant: C(OC(=O)[NH:7][C@H:8]([CH2:20][CH:21]1[CH2:26][CH2:25][CH2:24][CH2:23][CH2:22]1)[C:9]([NH:11][C:12]1[C:17](Br)=[N:16][C:15](Br)=[CH:14][N:13]=1)=[O:10])(C)(C)C.C(OC(N[C@H]([CH2:40][CH:41]1[CH2:46][CH2:45][CH2:44][CH2:43][CH2:42]1)C(O)=O)=O)(C)(C)C.[C:47]([N:54]1C=CN=C1)([N:49]1C=CN=C1)=O.BrC1C(N)=[N:62]C=C(Br)N=1.C(N(C(C)C)CC)(C)C. Product: [N:49]1[N:62]=[C:40]([C:41]2[CH:42]=[CH:43][C:44]([C:15]3[N:16]=[C:17]4[NH:7][C@H:8]([CH2:20][CH:21]5[CH2:22][CH2:23][CH2:24][CH2:25][CH2:26]5)[C:9](=[O:10])[NH:11][C:12]4=[N:13][CH:14]=3)=[CH:45][CH:46]=2)[NH:54][CH:47]=1. The catalyst class is: 174.